This data is from Forward reaction prediction with 1.9M reactions from USPTO patents (1976-2016). The task is: Predict the product of the given reaction. (1) Given the reactants [F:1][C:2]([F:21])([F:20])[C:3]1[CH:4]=[C:5]([S:9](C2C=CC(C#N)=CC=2)(=O)=O)[CH:6]=[CH:7][CH:8]=1.[CH3:22][C:23]([CH3:28])=[CH:24][C:25]([OH:27])=[O:26].II, predict the reaction product. The product is: [CH3:22][C:23]([S:9][C:5]1[CH:6]=[CH:7][CH:8]=[C:3]([C:2]([F:1])([F:20])[F:21])[CH:4]=1)([CH3:28])[CH2:24][C:25]([OH:27])=[O:26]. (2) Given the reactants [NH2:1][C:2]1[CH:7]=[CH:6][C:5]([CH:8]2[CH2:12][CH2:11][N:10]([C:13]([O:15][C:16]([CH3:19])([CH3:18])[CH3:17])=[O:14])[CH2:9]2)=[CH:4][CH:3]=1.C(N(CC)CC)C.[Cl:27][C:28]1[CH:36]=[CH:35][C:31]([C:32](Cl)=[O:33])=[CH:30][CH:29]=1.Cl, predict the reaction product. The product is: [C:16]([O:15][C:13]([N:10]1[CH2:11][CH2:12][CH:8]([C:5]2[CH:4]=[CH:3][C:2]([NH:1][C:32](=[O:33])[C:31]3[CH:35]=[CH:36][C:28]([Cl:27])=[CH:29][CH:30]=3)=[CH:7][CH:6]=2)[CH2:9]1)=[O:14])([CH3:19])([CH3:18])[CH3:17]. (3) Given the reactants [C:1]([C:3]1[CH:12]=[CH:11][C:10]2[C:5](=[CH:6][CH:7]=[C:8]([CH2:13][C:14]3[CH:15]=[C:16]([CH:21]=[CH:22][N:23]=3)[C:17]([O:19][CH3:20])=[O:18])[CH:9]=2)[N:4]=1)#[N:2].[CH3:24][C:25]([O:28][C:29](O[C:29]([O:28][C:25]([CH3:27])([CH3:26])[CH3:24])=[O:30])=[O:30])([CH3:27])[CH3:26], predict the reaction product. The product is: [C:25]([O:28][C:29]([NH:2][CH2:1][C:3]1[CH:12]=[CH:11][C:10]2[C:5](=[CH:6][CH:7]=[C:8]([CH2:13][C:14]3[CH:15]=[C:16]([CH:21]=[CH:22][N:23]=3)[C:17]([O:19][CH3:20])=[O:18])[CH:9]=2)[N:4]=1)=[O:30])([CH3:27])([CH3:26])[CH3:24]. (4) Given the reactants [C:1]1([CH3:14])[CH:6]=[CH:5][C:4]([O:7][CH:8]2[CH2:13][CH2:12][NH:11][CH2:10][CH2:9]2)=[CH:3][CH:2]=1.[Cl:15][CH2:16][C:17](Cl)=[O:18], predict the reaction product. The product is: [Cl:15][CH2:16][C:17]([N:11]1[CH2:12][CH2:13][CH:8]([O:7][C:4]2[CH:3]=[CH:2][C:1]([CH3:14])=[CH:6][CH:5]=2)[CH2:9][CH2:10]1)=[O:18]. (5) Given the reactants [H-].[Na+].[NH:3]1[C:7]2=[N:8][CH:9]=[N:10][C:11]([NH2:12])=[C:6]2[CH:5]=[N:4]1.[C:13]1([C:19]2[C:20]3[CH:33]=[CH:32][CH:31]=[CH:30][C:21]=3[S:22][C:23]=2[CH2:24]OS(C)(=O)=O)[CH:18]=[CH:17][CH:16]=[CH:15][CH:14]=1, predict the reaction product. The product is: [C:13]1([C:19]2[C:20]3[CH:33]=[CH:32][CH:31]=[CH:30][C:21]=3[S:22][C:23]=2[CH2:24][N:3]2[C:7]3=[N:8][CH:9]=[N:10][C:11]([NH2:12])=[C:6]3[CH:5]=[N:4]2)[CH:14]=[CH:15][CH:16]=[CH:17][CH:18]=1. (6) Given the reactants CC(OC(/N=N/C(OC(C)C)=O)=O)C.C[O:16][C:17](=[O:24])[C@@H:18]1[C@H:22](O)[CH2:21][CH2:20][NH:19]1.C1(P(C2C=CC=CC=2)C2C=CC=CC=2)C=CC=CC=1.C1(P([N:58]=[N+:59]=[N-:60])(C2C=CC=CC=2)=O)C=CC=CC=1, predict the reaction product. The product is: [N:58]([C@H:22]1[CH2:21][CH2:20][NH:19][C@@H:18]1[C:17]([OH:16])=[O:24])=[N+:59]=[N-:60]. (7) Given the reactants [O:1]=[C:2]1[C:10]2[C:5](=[CH:6][C:7]([CH:11]=O)=[CH:8][CH:9]=2)[CH:4]([C:13]2[CH:18]=[CH:17][CH:16]=[CH:15][CH:14]=2)[O:3]1.C(O)(=O)C.[CH3:23][NH:24][CH3:25].C1COCC1.C(O[BH-](OC(=O)C)OC(=O)C)(=O)C.[Na+].Cl, predict the reaction product. The product is: [CH3:23][N:24]([CH2:11][C:7]1[CH:6]=[C:5]2[C:10](=[CH:9][CH:8]=1)[C:2](=[O:1])[O:3][CH:4]2[C:13]1[CH:18]=[CH:17][CH:16]=[CH:15][CH:14]=1)[CH3:25].